This data is from Forward reaction prediction with 1.9M reactions from USPTO patents (1976-2016). The task is: Predict the product of the given reaction. (1) Given the reactants [Cl:1][C:2]1[CH:3]=[CH:4][C:5]([OH:17])=[C:6]([CH2:8][CH2:9][CH2:10][NH:11][CH2:12][CH2:13][C:14]([O-:16])=[O:15])[CH:7]=1.[C:18]([O-])([O-])=O.[K+].[K+].[Cl:24][C:25]1[C:26](F)=[CH:27][C:28]([F:47])=[C:29]([S:31]([N:34]([C:42]2[N:43]=[CH:44][S:45][CH:46]=2)[C:35](=[O:41])[O:36][C:37]([CH3:40])([CH3:39])[CH3:38])(=[O:33])=[O:32])[CH:30]=1.O, predict the reaction product. The product is: [C:37]([O:36][C:35]([N:34]([C:42]1[N:43]=[CH:44][S:45][CH:46]=1)[S:31]([C:29]1[C:28]([F:47])=[CH:27][C:26]([O:17][C:5]2[CH:4]=[CH:3][C:2]([Cl:1])=[CH:7][C:6]=2[CH2:8][CH2:9][CH2:10][NH:11][CH2:12][CH2:13][C:14]([O:16][CH3:18])=[O:15])=[C:25]([Cl:24])[CH:30]=1)(=[O:33])=[O:32])=[O:41])([CH3:40])([CH3:39])[CH3:38]. (2) Given the reactants [C:1]([CH:3]1[CH2:8][CH2:7][N:6]([C:9]([N:11]2[CH2:16][CH:15]([C:17]3[CH:22]=[CH:21][C:20]([C:23]([F:26])([F:25])[F:24])=[CH:19][CH:18]=3)[CH2:14][CH:13]([C:27]([OH:29])=O)[CH2:12]2)=[O:10])[CH2:5][CH2:4]1)#[N:2].O[NH:31][C:32](=[NH:37])[C:33]([CH3:36])([CH3:35])[CH3:34], predict the reaction product. The product is: [C:33]([C:32]1[N:37]=[C:27]([CH:13]2[CH2:14][CH:15]([C:17]3[CH:18]=[CH:19][C:20]([C:23]([F:25])([F:24])[F:26])=[CH:21][CH:22]=3)[CH2:16][N:11]([C:9]([N:6]3[CH2:5][CH2:4][CH:3]([C:1]#[N:2])[CH2:8][CH2:7]3)=[O:10])[CH2:12]2)[O:29][N:31]=1)([CH3:36])([CH3:35])[CH3:34].